This data is from CYP2C9 inhibition data for predicting drug metabolism from PubChem BioAssay. The task is: Regression/Classification. Given a drug SMILES string, predict its absorption, distribution, metabolism, or excretion properties. Task type varies by dataset: regression for continuous measurements (e.g., permeability, clearance, half-life) or binary classification for categorical outcomes (e.g., BBB penetration, CYP inhibition). Dataset: cyp2c9_veith. (1) The drug is O=C(c1ccncc1)N1CCC2(CC1)CCN(c1ccccn1)CC2. The result is 1 (inhibitor). (2) The molecule is C[C@H]1CC[C@H](C(=O)O)N[C@@H]1c1ccc(C#Cc2ccccc2)cc1. The result is 0 (non-inhibitor). (3) The molecule is CC(=O)CCCCn1c(=O)c2c(ncn2C)n(C)c1=O. The result is 0 (non-inhibitor). (4) The compound is COc1cccc(/C(O)=C2/C(=O)C(=O)N(Cc3cccnc3)C2c2ccco2)c1. The result is 1 (inhibitor). (5) The compound is COC(=O)N1CCC2(CCCN(c3ccc(-c4ccccc4)cc3)C2)CC1. The result is 1 (inhibitor).